Dataset: Full USPTO retrosynthesis dataset with 1.9M reactions from patents (1976-2016). Task: Predict the reactants needed to synthesize the given product. (1) Given the product [Cl:12][C:3]1[C:2]([NH:1][C:20](=[O:25])[C:21]([CH3:24])([CH3:23])[CH3:22])=[CH:11][CH:10]=[CH:9][C:4]=1[C:5]([O:7][CH3:8])=[O:6], predict the reactants needed to synthesize it. The reactants are: [NH2:1][C:2]1[C:3]([Cl:12])=[C:4]([CH:9]=[CH:10][CH:11]=1)[C:5]([O:7][CH3:8])=[O:6].CCN(CC)CC.[C:20](Cl)(=[O:25])[C:21]([CH3:24])([CH3:23])[CH3:22]. (2) Given the product [C:1]([N:4]1[CH2:9][CH2:8][CH:7]([CH2:10][C:11]([NH:13][C:14]2[CH:19]=[CH:18][C:17]([C:24]3[CH:25]=[CH:26][CH:27]=[CH:28][C:23]=3[O:22][CH3:21])=[CH:16][CH:15]=2)=[O:12])[CH2:6][CH2:5]1)(=[O:3])[CH3:2], predict the reactants needed to synthesize it. The reactants are: [C:1]([N:4]1[CH2:9][CH2:8][CH:7]([CH2:10][C:11]([NH:13][C:14]2[CH:19]=[CH:18][C:17](Br)=[CH:16][CH:15]=2)=[O:12])[CH2:6][CH2:5]1)(=[O:3])[CH3:2].[CH3:21][O:22][C:23]1[CH:28]=[CH:27][CH:26]=[CH:25][C:24]=1B(O)O. (3) The reactants are: [Cl:1][C:2]1[N:3]=[CH:4][C:5]2[C:10](I)=[CH:9][N:8]([C:12]([CH3:22])([CH3:21])[CH2:13][O:14][CH:15]3[CH2:20][CH2:19][CH2:18][CH2:17][O:16]3)[C:6]=2[N:7]=1.[Br:23][C:24]1[CH:25]=[N:26][CH:27]=[C:28]([CH:35]=1)[C:29](N(OC)C)=[O:30]. Given the product [Br:23][C:24]1[CH:35]=[C:28]([C:29]([C:10]2[C:5]3[CH:4]=[N:3][C:2]([Cl:1])=[N:7][C:6]=3[N:8]([C:12]([CH3:22])([CH3:21])[CH2:13][O:14][CH:15]3[CH2:20][CH2:19][CH2:18][CH2:17][O:16]3)[CH:9]=2)=[O:30])[CH:27]=[N:26][CH:25]=1, predict the reactants needed to synthesize it.